From a dataset of Full USPTO retrosynthesis dataset with 1.9M reactions from patents (1976-2016). Predict the reactants needed to synthesize the given product. (1) Given the product [NH2:20][C:18]1[S:19][C:3]2[CH2:4][N:5]([C:8]([O:10][C:11]([CH3:14])([CH3:13])[CH3:12])=[O:9])[CH2:6][CH2:7][C:2]=2[N:17]=1, predict the reactants needed to synthesize it. The reactants are: O=[C:2]1[CH2:7][CH2:6][N:5]([C:8]([O:10][C:11]([CH3:14])([CH3:13])[CH3:12])=[O:9])[CH2:4][CH2:3]1.BrBr.[NH2:17][C:18]([NH2:20])=[S:19].C([O-])([O-])=O.[Na+].[Na+]. (2) Given the product [CH3:13][O:12][C:10]([O:6][CH2:5][CH2:4][C:3]([O:2][CH3:1])([CH3:8])[CH3:7])=[O:11], predict the reactants needed to synthesize it. The reactants are: [CH3:1][O:2][C:3]([CH3:8])([CH3:7])[CH2:4][CH2:5][OH:6].Cl[C:10]([O:12][CH3:13])=[O:11].N1C=CC=CC=1.O. (3) Given the product [Cl:5][C:6]1[CH:7]=[CH:8][C:9]2[CH2:10][N:11]([CH2:2][C:3]#[N:4])[CH2:12][CH:13]([C:17]3[N:21]([CH3:22])[N:20]=[C:19]([CH3:23])[CH:18]=3)[O:14][C:15]=2[N:16]=1, predict the reactants needed to synthesize it. The reactants are: Br[CH2:2][C:3]#[N:4].[Cl:5][C:6]1[CH:7]=[CH:8][C:9]2[CH2:10][NH:11][CH2:12][CH:13]([C:17]3[N:21]([CH3:22])[N:20]=[C:19]([CH3:23])[CH:18]=3)[O:14][C:15]=2[N:16]=1. (4) Given the product [CH:1]1([CH:7]([O:32][C:34]([O:36][CH3:37])=[O:35])[CH:8]([C:25]2[CH:30]=[CH:29][CH:28]=[CH:27][C:26]=2[F:31])[CH2:9][CH2:10][N:11]2[CH2:16][CH2:15][N:14]([C:17]3[CH:22]=[CH:21][CH:20]=[CH:19][C:18]=3[O:23][CH3:24])[CH2:13][CH2:12]2)[CH2:6][CH2:5][CH2:4][CH2:3][CH2:2]1, predict the reactants needed to synthesize it. The reactants are: [CH:1]1([CH:7]([OH:32])[CH:8]([C:25]2[CH:30]=[CH:29][CH:28]=[CH:27][C:26]=2[F:31])[CH2:9][CH2:10][N:11]2[CH2:16][CH2:15][N:14]([C:17]3[CH:22]=[CH:21][CH:20]=[CH:19][C:18]=3[O:23][CH3:24])[CH2:13][CH2:12]2)[CH2:6][CH2:5][CH2:4][CH2:3][CH2:2]1.Cl[C:34]([O:36][CH3:37])=[O:35].O. (5) The reactants are: [CH3:1][O:2][C:3]1[CH:8]=[CH:7][C:6]([C:9]2[N:10]=[C:11]([C:22]3([C:28]#[N:29])[CH2:27][CH2:26][NH:25][CH2:24][CH2:23]3)[S:12][C:13]=2[C:14]2[CH:19]=[CH:18][C:17]([O:20][CH3:21])=[CH:16][CH:15]=2)=[CH:5][CH:4]=1.ClC(Cl)(O[C:34](=[O:40])OC(Cl)(Cl)Cl)Cl.C(N(CC)CC)C.Cl.[CH3:50][NH:51][OH:52]. Given the product [CH3:1][O:2][C:3]1[CH:8]=[CH:7][C:6]([C:9]2[N:10]=[C:11]([C:22]3([C:28]#[N:29])[CH2:27][CH2:26][N:25]([C:34](=[O:40])[N:51]([OH:52])[CH3:50])[CH2:24][CH2:23]3)[S:12][C:13]=2[C:14]2[CH:15]=[CH:16][C:17]([O:20][CH3:21])=[CH:18][CH:19]=2)=[CH:5][CH:4]=1, predict the reactants needed to synthesize it. (6) Given the product [C:1]([C:5]1[CH:6]=[CH:7][C:8]([S:11]([N:14]2[C:20]3[CH:21]=[C:22]([C:25]4[NH:26][C:44](=[O:45])[O:28][N:27]=4)[CH:23]=[CH:24][C:19]=3[NH:18][C:17]3[N:29]=[C:30]([C:33]([F:35])([F:36])[F:34])[CH:31]=[CH:32][C:16]=3[CH2:15]2)(=[O:13])=[O:12])=[CH:9][CH:10]=1)([CH3:4])([CH3:2])[CH3:3], predict the reactants needed to synthesize it. The reactants are: [C:1]([C:5]1[CH:10]=[CH:9][C:8]([S:11]([N:14]2[C:20]3[CH:21]=[C:22]([C:25](=[N:27][OH:28])[NH2:26])[CH:23]=[CH:24][C:19]=3[NH:18][C:17]3[N:29]=[C:30]([C:33]([F:36])([F:35])[F:34])[CH:31]=[CH:32][C:16]=3[CH2:15]2)(=[O:13])=[O:12])=[CH:7][CH:6]=1)([CH3:4])([CH3:3])[CH3:2].N1C=CC=CC=1.Cl[C:44](OCC)=[O:45].